From a dataset of Forward reaction prediction with 1.9M reactions from USPTO patents (1976-2016). Predict the product of the given reaction. (1) Given the reactants Cl[CH2:2][C:3](=[O:26])[NH:4][CH2:5][CH2:6][CH2:7][O:8][CH2:9][CH2:10][O:11][CH2:12][CH2:13][O:14][CH2:15][CH2:16][CH2:17][NH:18][C:19](=[O:25])[O:20][C:21]([CH3:24])([CH3:23])[CH3:22].[OH:27][C:28]1[CH:37]=[CH:36][CH:35]=[C:30]([C:31]([O:33][CH3:34])=[O:32])[C:29]=1[C:38]([O:40][CH3:41])=[O:39].C(=O)([O-])[O-].[Cs+].[Cs+], predict the reaction product. The product is: [CH3:22][C:21]([CH3:24])([O:20][C:19](=[O:25])[NH:18][CH2:17][CH2:16][CH2:15][O:14][CH2:13][CH2:12][O:11][CH2:10][CH2:9][O:8][CH2:7][CH2:6][CH2:5][NH:4][C:3](=[O:26])[CH2:2][O:27][C:28]1[CH:37]=[CH:36][CH:35]=[C:30]([C:31]([O:33][CH3:34])=[O:32])[C:29]=1[C:38]([O:40][CH3:41])=[O:39])[CH3:23]. (2) Given the reactants [C:1](Cl)(=[O:3])[CH3:2].[C:5](Cl)(=O)C(Cl)=O.C(N(CC)[CH:15]([CH3:17])[CH3:16])(C)C.C1([C@@H]2C[O:29][C:28](=[O:31])N2)C=CC=CC=1, predict the reaction product. The product is: [CH3:16][C:15]([CH3:17])([CH3:5])[CH2:2][CH:1]([OH:3])[C:28]([OH:31])=[O:29].